From a dataset of Forward reaction prediction with 1.9M reactions from USPTO patents (1976-2016). Predict the product of the given reaction. (1) Given the reactants [CH3:1][C@H:2]([O:6][C:7]1[CH:8]=[C:9]([C:21]([NH:23][C:24]2[N:29]=[CH:28][C:27]([C:30]([O:32][CH3:33])=[O:31])=[CH:26][CH:25]=2)=[O:22])[CH:10]=[C:11]([O:13]CC2C=CC=CC=2)[CH:12]=1)[CH2:3][O:4][CH3:5].CO.[H][H], predict the reaction product. The product is: [OH:13][C:11]1[CH:10]=[C:9]([C:21]([NH:23][C:24]2[N:29]=[CH:28][C:27]([C:30]([O:32][CH3:33])=[O:31])=[CH:26][CH:25]=2)=[O:22])[CH:8]=[C:7]([O:6][C@@H:2]([CH3:1])[CH2:3][O:4][CH3:5])[CH:12]=1. (2) Given the reactants [CH2:1]([O:3][C:4]([C:6]1[CH:7]=[C:8]2[C:13](Cl)=[C:12]([C:15]#[N:16])[CH:11]=[N:10][N:9]2[CH:17]=1)=[O:5])[CH3:2].[O:18]([C:25]1[CH:30]=[CH:29][C:28]([NH2:31])=[CH:27][CH:26]=1)[C:19]1[CH:24]=[CH:23][CH:22]=[CH:21][CH:20]=1.COC(C1C(C)=C2C(NC3C=CC(OC4C=CC=CC=4OC(C(OC(C)(C)C)=O)(C)C)=CC=3)=C(C#N)C=NN2C=1)=O, predict the reaction product. The product is: [CH2:1]([O:3][C:4]([C:6]1[CH:7]=[C:8]2[C:13]([NH:31][C:28]3[CH:27]=[CH:26][C:25]([O:18][C:19]4[CH:24]=[CH:23][CH:22]=[CH:21][CH:20]=4)=[CH:30][CH:29]=3)=[C:12]([C:15]#[N:16])[CH:11]=[N:10][N:9]2[CH:17]=1)=[O:5])[CH3:2].